This data is from Reaction yield outcomes from USPTO patents with 853,638 reactions. The task is: Predict the reaction yield, written as a fraction of the theoretical maximum amount of product (1.0 means a 100% yield; for example, 0.34 means a 34% yield). (1) The reactants are [H-].[Al+3].[Li+].[H-].[H-].[H-].[OH:7][C@H:8]1[CH2:13][CH2:12][C@H:11]([NH:14][C:15](=O)OC(C)(C)C)[CH2:10][CH2:9]1.O.[OH-].[Na+]. The catalyst is O1CCCC1.C(Cl)(Cl)Cl. The product is [CH3:15][NH:14][C@H:11]1[CH2:12][CH2:13][C@H:8]([OH:7])[CH2:9][CH2:10]1. The yield is 0.890. (2) The reactants are O=P(Cl)(Cl)Cl.[Br:6][C:7]1[CH:8]=[C:9]([C:19]([O:21][CH3:22])=[O:20])[C:10]2[CH:11]=[CH:12][N:13]([CH:16]([CH3:18])[CH3:17])[C:14]=2[CH:15]=1.[OH-].[Na+].CN([CH:28]=[O:29])C. The catalyst is O. The product is [Br:6][C:7]1[CH:8]=[C:9]([C:19]([O:21][CH3:22])=[O:20])[C:10]2[C:11]([CH:28]=[O:29])=[CH:12][N:13]([CH:16]([CH3:18])[CH3:17])[C:14]=2[CH:15]=1. The yield is 0.913. (3) The reactants are CC(OI1(OC(C)=O)(OC(C)=O)OC(=O)C2C=CC=CC1=2)=O.[CH2:23]([N:30]1[CH2:35][CH2:34][CH2:33][CH:32]([CH:36]([C:38]2[C:43]([Cl:44])=[CH:42][N:41]=[C:40]3[N:45]([Si:48]([CH:55]([CH3:57])[CH3:56])([CH:52]([CH3:54])[CH3:53])[CH:49]([CH3:51])[CH3:50])[CH:46]=[CH:47][C:39]=23)[OH:37])[CH2:31]1)[C:24]1[CH:29]=[CH:28][CH:27]=[CH:26][CH:25]=1. The catalyst is C(Cl)Cl. The product is [CH2:23]([N:30]1[CH2:35][CH2:34][CH2:33][CH:32]([C:36]([C:38]2[C:43]([Cl:44])=[CH:42][N:41]=[C:40]3[N:45]([Si:48]([CH:52]([CH3:54])[CH3:53])([CH:55]([CH3:57])[CH3:56])[CH:49]([CH3:50])[CH3:51])[CH:46]=[CH:47][C:39]=23)=[O:37])[CH2:31]1)[C:24]1[CH:25]=[CH:26][CH:27]=[CH:28][CH:29]=1. The yield is 0.250. (4) The reactants are [F:1][C:2]1[CH:3]=[C:4]([CH:7]=[C:8]([OH:10])[CH:9]=1)[C:5]#N.[H-].C([Al+]CC(C)C)C(C)C.C[OH:22].O. The catalyst is C1(C)C=CC=CC=1. The product is [F:1][C:2]1[CH:3]=[C:4]([CH:7]=[C:8]([OH:10])[CH:9]=1)[CH:5]=[O:22]. The yield is 0.750.